This data is from Full USPTO retrosynthesis dataset with 1.9M reactions from patents (1976-2016). The task is: Predict the reactants needed to synthesize the given product. (1) Given the product [C:21]([O:20][C:18](=[O:19])[N:9]([CH2:41][C:40]1[CH:39]=[N:30][CH:35]=[C:36]([CH2:43][OH:46])[CH:37]=1)[CH2:1][CH2:2][C:3]1[CH:8]=[CH:7][CH:6]=[CH:5][CH:4]=1)([CH3:22])([CH3:23])[CH3:24], predict the reactants needed to synthesize it. The reactants are: [CH2:1]([NH2:9])[CH2:2][C:3]1[CH:8]=[CH:7][CH:6]=[CH:5][CH:4]=1.[C:21]([O:20][C:18](O[C:18]([O:20][C:21]([CH3:24])([CH3:23])[CH3:22])=[O:19])=[O:19])([CH3:24])([CH3:23])[CH3:22].[F-].C([N+:30]([CH2:39][CH2:40][CH2:41]C)([CH2:35][CH2:36][CH2:37]C)CCCC)CCC.[C:43]([O-:46])(O)=O.[Na+]. (2) Given the product [CH:1]1([C:7]2([CH3:15])[N:11]([CH3:12])[C:10](=[O:13])[N:9]([CH2:18][C:19](=[O:20])[C:21]3[CH:26]=[CH:25][CH:24]=[CH:23][N:22]=3)[C:8]2=[O:14])[CH2:2][CH2:3][CH2:4][CH2:5][CH2:6]1, predict the reactants needed to synthesize it. The reactants are: [CH:1]1([C:7]2([CH3:15])[N:11]([CH3:12])[C:10](=[O:13])[NH:9][C:8]2=[O:14])[CH2:6][CH2:5][CH2:4][CH2:3][CH2:2]1.Br.Br[CH2:18][C:19]([C:21]1[CH:26]=[CH:25][CH:24]=[CH:23][N:22]=1)=[O:20]. (3) Given the product [C:10]1([CH3:9])[CH:5]=[CH:4][CH:3]=[CH:2][C:1]=1[N:11]1[CH2:12][CH2:13][N:14]([CH2:17][CH2:18][CH2:19][CH2:20][O:21][C:22]2[CH:30]=[C:29]3[C:25]([CH:26]=[N:27][NH:28]3)=[CH:24][CH:23]=2)[CH2:15][CH2:16]1, predict the reactants needed to synthesize it. The reactants are: [C:1]1([N:11]2[CH2:16][CH2:15][N:14]([CH2:17][CH2:18][CH2:19][CH2:20][O:21][C:22]3[CH:30]=[C:29]4[C:25]([CH:26]=[N:27][NH:28]4)=[CH:24][CH:23]=3)[CH2:13][CH2:12]2)[C:10]2[C:5](=CC=C[CH:9]=2)[CH:4]=[CH:3][CH:2]=1.CC1C=CC=CC=1N1CCNCC1. (4) Given the product [N:4]1[CH:5]=[CH:6][CH:7]=[CH:8][C:3]=1[C:1](=[N:10][NH2:11])[NH2:2], predict the reactants needed to synthesize it. The reactants are: [C:1]([C:3]1[CH:8]=[CH:7][CH:6]=[CH:5][N:4]=1)#[N:2].O.[NH2:10][NH2:11]. (5) The reactants are: [OH:1][C@@H:2]1[CH2:7][CH2:6][CH2:5][N:4]([C:8]2[N:9]=[C:10]3[CH:27]=[C:26](/[CH:28]=[CH:29]/[C:30]4[S:31][CH:32]=[C:33]([CH:35]([CH3:37])[CH3:36])[N:34]=4)[CH:25]=[CH:24][N:11]3[C:12](=[O:23])[C:13]=2/[CH:14]=[CH:15]/[C:16]([O:18]C(C)(C)C)=[O:17])[CH2:3]1.C(O[C@H]1CCCN(C2N=C3C=C(/C=C/C4SC=C(C(C)C)N=4)C=C[N:50]3[C:51](=[O:62])C=2/C=C/C(OC(C)(C)C)=O)C1)=O.O[C@H]1CCCN(C2N=C3C=C(/C=C/C4SC=C(C(C)C)N=4)C=CN3C(=O)C=2/C=C/C(OC(C)(C)C)=O)C1. Given the product [NH2:50][C:51]([O:1][C@@H:2]1[CH2:7][CH2:6][CH2:5][N:4]([C:8]2[N:9]=[C:10]3[CH:27]=[C:26](/[CH:28]=[CH:29]/[C:30]4[S:31][CH:32]=[C:33]([CH:35]([CH3:36])[CH3:37])[N:34]=4)[CH:25]=[CH:24][N:11]3[C:12](=[O:23])[C:13]=2/[CH:14]=[CH:15]/[C:16]([OH:18])=[O:17])[CH2:3]1)=[O:62], predict the reactants needed to synthesize it. (6) The reactants are: [OH:1][C:2]1[CH:10]=[CH:9][C:8]([N+:11]([O-:13])=[O:12])=[CH:7][C:3]=1[C:4]([OH:6])=[O:5].[CH3:14][C:15]([CH3:17])=O.FC(F)(F)C(OC(=O)C(F)(F)F)=O. Given the product [CH3:14][C:15]1([CH3:17])[O:1][C:2]2[CH:10]=[CH:9][C:8]([N+:11]([O-:13])=[O:12])=[CH:7][C:3]=2[C:4](=[O:6])[O:5]1, predict the reactants needed to synthesize it.